From a dataset of Blood-brain barrier permeability regression values from the B3DB database. Regression/Classification. Given a drug SMILES string, predict its absorption, distribution, metabolism, or excretion properties. Task type varies by dataset: regression for continuous measurements (e.g., permeability, clearance, half-life) or binary classification for categorical outcomes (e.g., BBB penetration, CYP inhibition). For this dataset (b3db_regression), we predict Y. (1) The drug is CC1=CC(=NN=C1NCCN2CCOCC2)C3=CC=CC=C3. The Y is 0.300 log(BB ratio). (2) The compound is CC1=NC=C(C=C1)CC2=CN=C(NC2=O)NCCSCC3=CC=C(O3)CN(C)C. The Y is -1.10 log(BB ratio). (3) The molecule is C1C(C(OC1N2C=CC(=NC2=O)N)CO)CO. The Y is -0.790 log(BB ratio). (4) The drug is CC1=C(C(=CC=C1)C)NC2=NC=C(N3C2=CN=C3)C4=CC=C(C=C4)OCCN5CCCC5. The Y is 0.230 log(BB ratio). (5) The molecule is CC1=C(C(=O)N(N1C)C2=CC=CC=C2)N(C)C. The Y is 0 log(BB ratio). (6) The drug is CN1CCC23C4C1CC5=C2C(=C(C=C5)OC)OC3C(C=C4)O. The Y is 0.600 log(BB ratio). (7) The Y is -0.250 log(BB ratio). The drug is CC(C)(C)OC(=O)C1=C2CN(C(=O)C3=C(N2C=N1)C=CS3)C. (8) The Y is 0.110 log(BB ratio). The compound is CC(C)(C)O. (9) The compound is CCCOC(=O)C. The Y is 0.120 log(BB ratio).